Dataset: Forward reaction prediction with 1.9M reactions from USPTO patents (1976-2016). Task: Predict the product of the given reaction. (1) Given the reactants [N+:1]([C:4]1[CH:9]=[CH:8][C:7]([OH:10])=[C:6]([NH2:11])[CH:5]=1)([O-:3])=[O:2].C(=O)([O-])O.[Na+].[CH3:17][O:18][C:19](=[O:24])/[CH:20]=[CH:21]/[CH2:22]Br.C(=O)([O-])[O-].[K+].[K+], predict the reaction product. The product is: [N+:1]([C:4]1[CH:9]=[CH:8][C:7]2[O:10][CH:21]([CH2:20][C:19]([O:18][CH3:17])=[O:24])[CH2:22][NH:11][C:6]=2[CH:5]=1)([O-:3])=[O:2]. (2) The product is: [F:1][C:2]1[CH:9]=[C:8]([F:10])[C:7]([N+:16]([O-:18])=[O:17])=[CH:6][C:3]=1[CH:4]=[O:5]. Given the reactants [F:1][C:2]1[CH:9]=[C:8]([F:10])[CH:7]=[CH:6][C:3]=1[CH:4]=[O:5].S(=O)(=O)(O)O.[N+:16]([O-])([OH:18])=[O:17].O, predict the reaction product. (3) Given the reactants [O:1]=[C:2]1[NH:7][CH:6]=[N:5][C:4]([CH2:8][CH2:9][CH3:10])=[C:3]1[CH2:11][C:12]1[CH:17]=[CH:16][C:15]([C:18]2[C:19]([C:24]#[N:25])=[CH:20][CH:21]=[CH:22][CH:23]=2)=[CH:14][CH:13]=1.[CH:26]([O:29][C:30]1[CH:35]=[CH:34][C:33](B(O)O)=[CH:32][CH:31]=1)([CH3:28])[CH3:27].C(N(CC)CC)C.N1C=CC=CC=1, predict the reaction product. The product is: [CH:26]([O:29][C:30]1[CH:35]=[CH:34][C:33]([N:7]2[C:2](=[O:1])[C:3]([CH2:11][C:12]3[CH:17]=[CH:16][C:15]([C:18]4[C:19]([C:24]#[N:25])=[CH:20][CH:21]=[CH:22][CH:23]=4)=[CH:14][CH:13]=3)=[C:4]([CH2:8][CH2:9][CH3:10])[N:5]=[CH:6]2)=[CH:32][CH:31]=1)([CH3:28])[CH3:27]. (4) Given the reactants [C:1]([O:5][C:6](=[O:34])[NH:7][C:8]1([C:12]2[CH:17]=[CH:16][C:15]([C:18]3[N:19]=[C:20]4[CH:25]=[C:24]([NH2:26])[CH:23]=[CH:22][N:21]4[C:27]=3[C:28]3[CH:33]=[CH:32][CH:31]=[CH:30][CH:29]=3)=[CH:14][CH:13]=2)[CH2:11][CH2:10][CH2:9]1)([CH3:4])([CH3:3])[CH3:2].[C:35](OC(=O)C)(=[O:37])[CH3:36].N1C=CC=CC=1.O, predict the reaction product. The product is: [C:1]([O:5][C:6](=[O:34])[NH:7][C:8]1([C:12]2[CH:13]=[CH:14][C:15]([C:18]3[N:19]=[C:20]4[CH:25]=[C:24]([NH:26][C:35](=[O:37])[CH3:36])[CH:23]=[CH:22][N:21]4[C:27]=3[C:28]3[CH:29]=[CH:30][CH:31]=[CH:32][CH:33]=3)=[CH:16][CH:17]=2)[CH2:11][CH2:10][CH2:9]1)([CH3:4])([CH3:2])[CH3:3]. (5) Given the reactants [N:1]1[C:10]2[C:5](=[CH:6][CH:7]=[C:8](B(O)O)[CH:9]=2)[CH:4]=[CH:3][CH:2]=1.NC1C=C2C(C=CC=N2)=CC=1.[I-:25].[Cs+].II.N(OCCC(C)C)=O, predict the reaction product. The product is: [I:25][C:8]1[CH:9]=[C:10]2[C:5]([CH:4]=[CH:3][CH:2]=[N:1]2)=[CH:6][CH:7]=1.